This data is from Full USPTO retrosynthesis dataset with 1.9M reactions from patents (1976-2016). The task is: Predict the reactants needed to synthesize the given product. (1) Given the product [CH3:31][S:28]([C:23]1[CH:24]=[CH:25][CH:26]=[CH:27][C:22]=1[S:19]([NH:11][C:8]1[CH:9]=[C:10]2[C:5](=[CH:6][CH:7]=1)[NH:4][N:3]=[C:2]2[C:42]1[CH:43]=[CH:44][N:39]=[CH:40][CH:41]=1)(=[O:21])=[O:20])(=[O:29])=[O:30], predict the reactants needed to synthesize it. The reactants are: I[C:2]1[C:10]2[C:5](=[CH:6][CH:7]=[C:8]([N:11]([S:19]([C:22]3[CH:27]=[CH:26][CH:25]=[CH:24][C:23]=3[S:28]([CH3:31])(=[O:30])=[O:29])(=[O:21])=[O:20])C(OC(C)(C)C)=O)[CH:9]=2)[N:4](C(OC(C)(C)C)=O)[N:3]=1.[N:39]1[CH:44]=[CH:43][C:42](B(O)O)=[CH:41][CH:40]=1.C(=O)([O-])O.[Na+]. (2) Given the product [CH:32]1([NH:31][C:35]([NH:1][C:2]2[N:3]=[C:4]3[CH:9]=[CH:8][C:7]([O:10][C:11]4[CH:12]=[C:13]([NH:17][C:18]([C:20]5[CH:25]=[CH:24][CH:23]=[C:22]([CH3:26])[N:21]=5)=[O:19])[CH:14]=[CH:15][CH:16]=4)=[CH:6][N:5]3[CH:27]=2)=[O:40])[CH2:33][CH2:34]1, predict the reactants needed to synthesize it. The reactants are: [NH2:1][C:2]1[N:3]=[C:4]2[CH:9]=[CH:8][C:7]([O:10][C:11]3[CH:12]=[C:13]([NH:17][C:18]([C:20]4[CH:25]=[CH:24][CH:23]=[C:22]([CH3:26])[N:21]=4)=[O:19])[CH:14]=[CH:15][CH:16]=3)=[CH:6][N:5]2[CH:27]=1.C([N:31]([CH2:35]C)[CH:32]([CH3:34])[CH3:33])(C)C.ClC(Cl)(Cl)C[O:40]C(Cl)=O.C1(N)CC1. (3) Given the product [N:9]1[N:10]2[C:16]3[C:3]([CH2:4][CH2:5][C:6]2=[CH:7][C:8]=1[C:11]([O:13][CH2:14][CH3:15])=[O:12])=[CH:2][CH:19]=[CH:18][CH:17]=3, predict the reactants needed to synthesize it. The reactants are: I[C:2]1[CH:19]=[CH:18][CH:17]=[CH:16][C:3]=1[CH2:4][CH2:5][C:6]1[NH:10][N:9]=[C:8]([C:11]([O:13][CH2:14][CH3:15])=[O:12])[CH:7]=1.C(=O)([O-])[O-].[K+].[K+].CNCCNC.